From a dataset of TCR-epitope binding with 47,182 pairs between 192 epitopes and 23,139 TCRs. Binary Classification. Given a T-cell receptor sequence (or CDR3 region) and an epitope sequence, predict whether binding occurs between them. (1) Result: 0 (the TCR does not bind to the epitope). The TCR CDR3 sequence is CASSNTYGYTF. The epitope is HTDFSSEIIGY. (2) The epitope is FTISVTTEIL. The TCR CDR3 sequence is CASSYRLAANEQFF. Result: 1 (the TCR binds to the epitope). (3) The epitope is RPRGEVRFL. The TCR CDR3 sequence is CAISEGQYSNQPQHF. Result: 0 (the TCR does not bind to the epitope). (4) The epitope is HLVDFQVTI. The TCR CDR3 sequence is CASRGTSGTIEQFF. Result: 0 (the TCR does not bind to the epitope).